Dataset: Catalyst prediction with 721,799 reactions and 888 catalyst types from USPTO. Task: Predict which catalyst facilitates the given reaction. (1) Product: [NH2:14][C:4]1[N:5]=[C:6]([C:8]2[CH:13]=[CH:12][CH:11]=[CH:10][CH:9]=2)[N:7]=[C:2]([NH:21][CH2:20][CH2:19][NH:18][C:15](=[O:17])[CH3:16])[CH:3]=1. Reactant: Cl[C:2]1[N:7]=[C:6]([C:8]2[CH:13]=[CH:12][CH:11]=[CH:10][CH:9]=2)[N:5]=[C:4]([NH2:14])[CH:3]=1.[C:15]([NH:18][CH2:19][CH2:20][NH2:21])(=[O:17])[CH3:16]. The catalyst class is: 16. (2) Reactant: [CH3:1][C:2]1[CH:6]=[N+:5]([O-:7])[N:4]([C:8]2[CH:13]=[CH:12][C:11]([C:14]([F:17])([F:16])[F:15])=[CH:10][CH:9]=2)[N:3]=1.[F:18][B-:19]([F:22])([F:21])[F:20].[CH3:23][O+](C)C. Product: [F:18][B-:19]([F:22])([F:21])[F:20].[CH3:23][O:7][N+:5]1[N:4]([C:8]2[CH:9]=[CH:10][C:11]([C:14]([F:15])([F:17])[F:16])=[CH:12][CH:13]=2)[N:3]=[C:2]([CH3:1])[CH:6]=1. The catalyst class is: 4. (3) Reactant: [Si:1]([O:8][C@@H:9]1[C@@:29]2([CH3:30])[C:13](=[CH:14][CH:15]=[C:16]3[C@@H:28]2[CH2:27][CH2:26][C@@:25]2([CH3:31])[C@H:17]3[CH2:18][CH:19]=[C:20]2[C:21]([OH:24])([CH3:23])[CH3:22])[CH2:12][C@@H:11]([O:32][Si:33]([C:36]([CH3:39])([CH3:38])[CH3:37])([CH3:35])[CH3:34])[CH2:10]1)([C:4]([CH3:7])([CH3:6])[CH3:5])([CH3:3])[CH3:2].Br[CH2:41][CH2:42][CH2:43][C:44]([CH2:55][CH3:56])([O:47][Si:48]([CH2:53][CH3:54])([CH2:51][CH3:52])[CH2:49][CH3:50])[CH2:45][CH3:46].[H-].[Na+].C1OCCOCCOCCOCCOC1. Product: [Si:1]([O:8][C@@H:9]1[C@@:29]2([CH3:30])[C:13](=[CH:14][CH:15]=[C:16]3[C@@H:28]2[CH2:27][CH2:26][C@@:25]2([CH3:31])[C@H:17]3[CH2:18][CH:19]=[C:20]2[C:21]([O:24][CH2:41][CH2:42][CH2:43][C:44]([CH2:55][CH3:56])([O:47][Si:48]([CH2:53][CH3:54])([CH2:49][CH3:50])[CH2:51][CH3:52])[CH2:45][CH3:46])([CH3:23])[CH3:22])[CH2:12][C@@H:11]([O:32][Si:33]([C:36]([CH3:39])([CH3:38])[CH3:37])([CH3:34])[CH3:35])[CH2:10]1)([C:4]([CH3:7])([CH3:6])[CH3:5])([CH3:3])[CH3:2]. The catalyst class is: 7. (4) Reactant: I[C:2]1[N:6]2[N:7]=[C:8]([C:11]3[CH:19]=[CH:18][C:14]([C:15]([NH2:17])=[O:16])=[CH:13][CH:12]=3)[CH:9]=[CH:10][C:5]2=[N:4][CH:3]=1.[C:20]([Si:22]([CH3:25])([CH3:24])[CH3:23])#[CH:21].C(N(C(C)C)CC)(C)C.O. Product: [CH3:23][Si:22]([C:20]#[C:21][C:2]1[N:6]2[N:7]=[C:8]([C:11]3[CH:19]=[CH:18][C:14]([C:15]([NH2:17])=[O:16])=[CH:13][CH:12]=3)[CH:9]=[CH:10][C:5]2=[N:4][CH:3]=1)([CH3:25])[CH3:24]. The catalyst class is: 555. (5) Reactant: [NH2:1][C:2]1[N:7]=[CH:6][C:5]([C:8]([O:10]C)=[O:9])=[CH:4][N:3]=1.[OH-].[Li+]. Product: [NH2:1][C:2]1[N:7]=[CH:6][C:5]([C:8]([OH:10])=[O:9])=[CH:4][N:3]=1. The catalyst class is: 24. (6) Product: [C:27]([C:14]1[CH:15]=[C:16]2[C:21](=[CH:22][C:13]=1[O:12][C:11]1[CH:29]=[CH:30][C:8]([C:6]([OH:7])=[O:5])=[CH:9][CH:10]=1)[O:20][CH2:19][CH2:18][CH:17]2[C:23]([O:25][CH3:26])=[O:24])#[N:28]. Reactant: C([O:5][C:6]([C:8]1[CH:30]=[CH:29][C:11]([O:12][C:13]2[CH:22]=[C:21]3[C:16]([CH:17]([C:23]([O:25][CH3:26])=[O:24])[CH2:18][CH2:19][O:20]3)=[CH:15][C:14]=2[C:27]#[N:28])=[CH:10][CH:9]=1)=[O:7])(C)(C)C.FC(F)(F)C(O)=O. The catalyst class is: 317. (7) Reactant: CO[C:3](=[O:29])[CH2:4][CH2:5][CH2:6][CH2:7][C:8]1[CH:13]=[CH:12][C:11]([CH2:14][CH2:15][CH2:16][CH2:17][N:18]2C(=O)C3C(=CC=CC=3)C2=O)=[CH:10][N:9]=1.[CH3:30][NH2:31]. Product: [CH3:30][NH:31][C:3](=[O:29])[CH2:4][CH2:5][CH2:6][CH2:7][C:8]1[CH:13]=[CH:12][C:11]([CH2:14][CH2:15][CH2:16][CH2:17][NH2:18])=[CH:10][N:9]=1. The catalyst class is: 5.